Dataset: Reaction yield outcomes from USPTO patents with 853,638 reactions. Task: Predict the reaction yield, written as a fraction of the theoretical maximum amount of product (1.0 means a 100% yield; for example, 0.34 means a 34% yield). The reactants are [CH2:1]([C@@:4]1([C:20]2[CH:25]=[CH:24][C:23]([F:26])=[CH:22][CH:21]=2)[O:9][C:8](=[O:10])[N:7]([C@H:11]([C:13]2[CH:18]=[CH:17][C:16]([Br:19])=[CH:15][CH:14]=2)[CH3:12])[CH2:6][CH2:5]1)[CH:2]=[CH2:3].C1C[O:30]CC1. No catalyst specified. The product is [Br:19][C:16]1[CH:17]=[CH:18][C:13]([C@@H:11]([N:7]2[CH2:6][CH2:5][C@@:4]([C:20]3[CH:21]=[CH:22][C:23]([F:26])=[CH:24][CH:25]=3)([CH2:1][CH2:2][CH2:3][OH:30])[O:9][C:8]2=[O:10])[CH3:12])=[CH:14][CH:15]=1. The yield is 0.920.